This data is from Full USPTO retrosynthesis dataset with 1.9M reactions from patents (1976-2016). The task is: Predict the reactants needed to synthesize the given product. (1) Given the product [CH2:19]([O:21][C:22]1[CH:23]=[C:24]([N:5]2[C:6]([CH2:8][NH:9][C:10](=[O:16])[O:11][C:12]([CH3:14])([CH3:15])[CH3:13])=[CH:7][C:3]([C:2]([F:1])([F:17])[F:18])=[N:4]2)[CH:25]=[C:26]([CH3:28])[CH:27]=1)[CH3:20], predict the reactants needed to synthesize it. The reactants are: [F:1][C:2]([F:18])([F:17])[C:3]1[CH:7]=[C:6]([CH2:8][NH:9][C:10](=[O:16])[O:11][C:12]([CH3:15])([CH3:14])[CH3:13])[NH:5][N:4]=1.[CH2:19]([O:21][C:22]1[CH:23]=[C:24](B(O)O)[CH:25]=[C:26]([CH3:28])[CH:27]=1)[CH3:20].N1C=CC=CC=1. (2) Given the product [CH2:1]([N:19]1[CH2:18][CH:17]=[C:16]([C:12]2[N:11]=[C:10]([Cl:9])[CH:15]=[CH:14][N:13]=2)[CH2:21][CH2:20]1)[C:2]1[CH:7]=[CH:6][CH:5]=[CH:4][CH:3]=1, predict the reactants needed to synthesize it. The reactants are: [CH2:1](Cl)[C:2]1[CH:7]=[CH:6][CH:5]=[CH:4][CH:3]=1.[Cl:9][C:10]1[CH:15]=[CH:14][N:13]=[C:12]([C:16]2[CH:21]=[CH:20][N:19]=[CH:18][CH:17]=2)[N:11]=1.[BH4-].[Na+].O.